The task is: Regression. Given two drug SMILES strings and cell line genomic features, predict the synergy score measuring deviation from expected non-interaction effect.. This data is from NCI-60 drug combinations with 297,098 pairs across 59 cell lines. (1) Drug 2: C(CCl)NC(=O)N(CCCl)N=O. Synergy scores: CSS=32.7, Synergy_ZIP=-9.71, Synergy_Bliss=-2.84, Synergy_Loewe=-9.28, Synergy_HSA=-0.597. Cell line: U251. Drug 1: C1=CC=C(C(=C1)C(C2=CC=C(C=C2)Cl)C(Cl)Cl)Cl. (2) Drug 1: C(CC(=O)O)C(=O)CN.Cl. Drug 2: COC1=C2C(=CC3=C1OC=C3)C=CC(=O)O2. Cell line: SNB-19. Synergy scores: CSS=12.1, Synergy_ZIP=-3.19, Synergy_Bliss=0.609, Synergy_Loewe=-0.978, Synergy_HSA=-0.827.